This data is from Reaction yield outcomes from USPTO patents with 853,638 reactions. The task is: Predict the reaction yield, written as a fraction of the theoretical maximum amount of product (1.0 means a 100% yield; for example, 0.34 means a 34% yield). (1) The reactants are [CH3:1][O:2][C:3]1[CH:27]=[CH:26][C:6]([CH2:7][N:8]2[C:17]3[C:12](=[CH:13][C:14](/[CH:18]=[CH:19]/[C:20]([O:22][CH2:23][CH3:24])=[O:21])=[CH:15][CH:16]=3)[CH:11]=[CH:10][C:9]2=[O:25])=[CH:5][CH:4]=1.[N+](=[CH2:30])=[N-]. The catalyst is C(OCC)C.C([O-])(=O)C.[Pd+2].C([O-])(=O)C. The product is [CH3:1][O:2][C:3]1[CH:27]=[CH:26][C:6]([CH2:7][N:8]2[C:17]3[C:12](=[CH:13][C:14]([CH:18]4[CH2:30][CH:19]4[C:20]([O:22][CH2:23][CH3:24])=[O:21])=[CH:15][CH:16]=3)[CH:11]=[CH:10][C:9]2=[O:25])=[CH:5][CH:4]=1. The yield is 0.570. (2) The reactants are [N+:1]([C:4]1[CH:9]=[CH:8][C:7]([NH:10][C:11]2[S:12][CH:13]=[C:14]([C:16]3[CH:21]=[CH:20][N:19]=[CH:18][CH:17]=3)[N:15]=2)=[CH:6][CH:5]=1)([O-])=O. The catalyst is CCO.[Pd]. The product is [N:19]1[CH:18]=[CH:17][C:16]([C:14]2[N:15]=[C:11]([NH:10][C:7]3[CH:8]=[CH:9][C:4]([NH2:1])=[CH:5][CH:6]=3)[S:12][CH:13]=2)=[CH:21][CH:20]=1. The yield is 0.900. (3) The reactants are C1C=C[NH+]=CC=1.[O-][Cr](Cl)(=O)=O.[Si:12]([O:19][CH2:20][CH2:21][CH2:22][CH2:23][OH:24])([C:15]([CH3:18])([CH3:17])[CH3:16])([CH3:14])[CH3:13]. The catalyst is C(Cl)Cl. The product is [Si:12]([O:19][CH2:20][CH2:21][CH2:22][CH:23]=[O:24])([C:15]([CH3:18])([CH3:17])[CH3:16])([CH3:14])[CH3:13]. The yield is 0.600. (4) The reactants are [NH2:1][C:2]1[CH:7]=[C:6]([Cl:8])[CH:5]=[CH:4][C:3]=1[SH:9].[CH3:10][N:11]([CH3:16])[C:12](=[O:15])[CH:13]=[CH2:14].CC(O)=O. The catalyst is C(Cl)Cl. The product is [NH2:1][C:2]1[CH:7]=[C:6]([Cl:8])[CH:5]=[CH:4][C:3]=1[S:9][CH2:14][CH2:13][C:12]([N:11]([CH3:16])[CH3:10])=[O:15]. The yield is 0.830. (5) The reactants are Cl.CN(C)CCCN=C=NCC.[F:13][C:14]1[CH:15]=[C:16]([NH:21][CH:22]([C:24]2[CH:25]=[C:26]([C:41](O)=[O:42])[CH:27]=[C:28]3[C:33]=2[O:32][C:31]([N:34]2[CH2:39][CH2:38][O:37][CH2:36][CH2:35]2)=[CH:30][C:29]3=[O:40])[CH3:23])[CH:17]=[C:18]([F:20])[CH:19]=1.[Si:44]([O:61][CH2:62][CH2:63][NH:64][CH3:65])([C:57]([CH3:60])([CH3:59])[CH3:58])([C:51]1[CH:56]=[CH:55][CH:54]=[CH:53][CH:52]=1)[C:45]1[CH:50]=[CH:49][CH:48]=[CH:47][CH:46]=1.OC1C=CC=C[N+]=1[O-]. The catalyst is C(Cl)Cl. The product is [Si:44]([O:61][CH2:62][CH2:63][N:64]([CH3:65])[C:41]([C:26]1[CH:27]=[C:28]2[C:33](=[C:24]([CH:22]([NH:21][C:16]3[CH:17]=[C:18]([F:20])[CH:19]=[C:14]([F:13])[CH:15]=3)[CH3:23])[CH:25]=1)[O:32][C:31]([N:34]1[CH2:39][CH2:38][O:37][CH2:36][CH2:35]1)=[CH:30][C:29]2=[O:40])=[O:42])([C:57]([CH3:59])([CH3:60])[CH3:58])([C:51]1[CH:52]=[CH:53][CH:54]=[CH:55][CH:56]=1)[C:45]1[CH:46]=[CH:47][CH:48]=[CH:49][CH:50]=1. The yield is 0.940. (6) The reactants are [C:1]1([CH2:7][CH2:8][CH2:9][CH2:10]O)[CH:6]=[CH:5][CH:4]=[CH:3][CH:2]=1.C1C=CC(P(C2C=CC=CC=2)C2C=CC=CC=2)=CC=1.N1C=CN=C1.[I:36]I. The catalyst is C1(C)C=CC=CC=1. The product is [I:36][CH2:10][CH2:9][CH2:8][CH2:7][C:1]1[CH:6]=[CH:5][CH:4]=[CH:3][CH:2]=1. The yield is 1.00.